Dataset: Catalyst prediction with 721,799 reactions and 888 catalyst types from USPTO. Task: Predict which catalyst facilitates the given reaction. (1) Reactant: [H-].[Na+].[NH2:3][CH:4]([C:7]1([CH:14]2[CH2:19][CH2:18][O:17][CH2:16][CH2:15]2)[CH2:12][CH2:11][CH:10]([OH:13])[CH2:9][CH2:8]1)[CH2:5][CH3:6].[CH2:20]([O:27][C:28]1[C:37]2[C:32](=[CH:33][C:34](F)=[C:35]([Cl:38])[CH:36]=2)[CH:31]=[CH:30][N:29]=1)[C:21]1[CH:26]=[CH:25][CH:24]=[CH:23][CH:22]=1. Product: [CH2:20]([O:27][C:28]1[C:37]2[C:32](=[CH:33][C:34]([O:13][CH:10]3[CH2:11][CH2:12][C:7]([CH:4]([NH2:3])[CH2:5][CH3:6])([CH:14]4[CH2:19][CH2:18][O:17][CH2:16][CH2:15]4)[CH2:8][CH2:9]3)=[C:35]([Cl:38])[CH:36]=2)[CH:31]=[CH:30][N:29]=1)[C:21]1[CH:22]=[CH:23][CH:24]=[CH:25][CH:26]=1. The catalyst class is: 44. (2) Product: [C:1]([O:5][C:6]([N:8]1[CH2:13][CH2:12][CH:11]([CH:14]2[O:28][C:17]3=[CH:18][N:19]=[C:20]([N:22]4[CH2:23][CH2:24][N:25]([S:32]([CH:29]5[CH2:31][CH2:30]5)(=[O:34])=[O:33])[CH2:26][CH2:27]4)[CH:21]=[C:16]3[CH2:15]2)[CH2:10][CH2:9]1)=[O:7])([CH3:4])([CH3:2])[CH3:3]. The catalyst class is: 4. Reactant: [C:1]([O:5][C:6]([N:8]1[CH2:13][CH2:12][CH:11]([CH:14]2[O:28][C:17]3=[CH:18][N:19]=[C:20]([N:22]4[CH2:27][CH2:26][NH:25][CH2:24][CH2:23]4)[CH:21]=[C:16]3[CH2:15]2)[CH2:10][CH2:9]1)=[O:7])([CH3:4])([CH3:3])[CH3:2].[CH:29]1([S:32](Cl)(=[O:34])=[O:33])[CH2:31][CH2:30]1.C(N(CC)CC)C. (3) Reactant: [Br:1][C:2]1[CH:7]=[CH:6][C:5](F)=[C:4]([N+:9]([O-:11])=[O:10])[CH:3]=1.[F:12][C:13]1[CH:18]=[CH:17][C:16]([NH2:19])=[CH:15][CH:14]=1.C(N(CC)C(C)C)(C)C. Product: [Br:1][C:2]1[CH:7]=[CH:6][C:5]([NH:19][C:16]2[CH:17]=[CH:18][C:13]([F:12])=[CH:14][CH:15]=2)=[C:4]([N+:9]([O-:11])=[O:10])[CH:3]=1. The catalyst class is: 10. (4) Reactant: [Br:1]Br.[CH3:3][O:4][C:5]1[CH:10]=[CH:9][CH:8]=[CH:7][C:6]=1[N:11]1[CH2:16][CH2:15][N:14]([CH3:17])[CH2:13][CH2:12]1. Product: [Br:1][C:9]1[CH:8]=[CH:7][C:6]([N:11]2[CH2:12][CH2:13][N:14]([CH3:17])[CH2:15][CH2:16]2)=[C:5]([O:4][CH3:3])[CH:10]=1. The catalyst class is: 52. (5) Reactant: C(=O)([O-])[O-].[K+].[K+].F[C:8]1[CH:15]=[CH:14][C:11]([C:12]#[N:13])=[C:10]([C:16]([F:19])([F:18])[F:17])[CH:9]=1.[NH2:20][C@H:21]1[CH2:26][CH2:25][C@H:24]([OH:27])[CH2:23][CH2:22]1. Product: [OH:27][CH:24]1[CH2:25][CH2:26][CH:21]([NH:20][C:8]2[CH:15]=[CH:14][C:11]([C:12]#[N:13])=[C:10]([C:16]([F:19])([F:18])[F:17])[CH:9]=2)[CH2:22][CH2:23]1. The catalyst class is: 192. (6) Reactant: CC1C=CC(S(O[CH2:12][C:13]([OH:41])([CH3:40])[CH2:14][O:15][C:16]2[CH:17]=[C:18]3[C:23](=[CH:24][CH:25]=2)[N:22]=[CH:21][N:20]([C:26]2[CH:31]=[C:30]([C:32]([NH:34][CH:35]4[CH2:37][CH2:36]4)=[O:33])[CH:29]=[CH:28][C:27]=2[CH3:38])[C:19]3=[O:39])(=O)=O)=CC=1.C(=O)([O-])[O-].[K+].[K+].[NH:48]1[CH2:52][CH2:51][CH2:50][CH2:49]1. Product: [CH:35]1([NH:34][C:32](=[O:33])[C:30]2[CH:29]=[CH:28][C:27]([CH3:38])=[C:26]([N:20]3[C:19](=[O:39])[C:18]4[C:23](=[CH:24][CH:25]=[C:16]([O:15][CH2:14][C:13]([OH:41])([CH3:40])[CH2:12][N:48]5[CH2:52][CH2:51][CH2:50][CH2:49]5)[CH:17]=4)[N:22]=[CH:21]3)[CH:31]=2)[CH2:37][CH2:36]1. The catalyst class is: 3. (7) Reactant: C(O[C:6]([C:8]1[CH:13]=[C:12]([NH2:14])[CH:11]=[C:10]([C:15]([O:17]CCCC)=O)[CH:9]=1)=[O:7])CCC.[CH3:22][O-:23].[Na+].[NH2:25][CH:26]([CH2:29][OH:30])[CH2:27][OH:28]. Product: [NH2:14][C:12]1[CH:13]=[C:8]([C:6]([NH:25][CH:26]([CH2:27][OH:28])[CH2:22][OH:23])=[O:7])[CH:9]=[C:10]([C:15]([NH:25][CH:26]([CH2:29][OH:30])[CH2:27][OH:28])=[O:17])[CH:11]=1. The catalyst class is: 5. (8) Reactant: Cl.[CH3:2][O:3][C:4](=[O:25])[C@H:5]([CH2:7][C:8]1[CH:13]=[CH:12][C:11]([NH:14][C:15](=[O:24])[C:16]2[C:21]([Cl:22])=[CH:20][CH:19]=[CH:18][C:17]=2[Cl:23])=[CH:10][CH:9]=1)[NH2:6].[Br:26]Br. Product: [ClH:22].[CH3:2][O:3][C:4](=[O:25])[C@H:5]([CH2:7][C:8]1[CH:9]=[CH:10][C:11]([NH:14][C:15](=[O:24])[C:16]2[C:17]([Cl:23])=[CH:18][CH:19]=[CH:20][C:21]=2[Cl:22])=[C:12]([Br:26])[CH:13]=1)[NH2:6]. The catalyst class is: 180.